From a dataset of Forward reaction prediction with 1.9M reactions from USPTO patents (1976-2016). Predict the product of the given reaction. (1) Given the reactants [Cl:1][C:2]1[CH:7]=[CH:6][C:5]([C:8]2[O:12][C:11]([CH3:14])([CH3:13])[C:10](=[O:15])[CH:9]=2)=[CH:4][CH:3]=1.C1C(=O)N([Br:23])C(=O)C1, predict the reaction product. The product is: [Br:23][C:9]1[C:10](=[O:15])[C:11]([CH3:13])([CH3:14])[O:12][C:8]=1[C:5]1[CH:6]=[CH:7][C:2]([Cl:1])=[CH:3][CH:4]=1. (2) Given the reactants [C:1]([O:5][C:6]([C:8]1[CH:29]=[CH:28][C:11]([CH2:12][CH:13]([CH2:17][CH2:18][C:19]2([CH2:22][C:23]([O:25][CH2:26][CH3:27])=[O:24])[CH2:21][CH2:20]2)[C:14](O)=[O:15])=[CH:10][CH:9]=1)=[O:7])([CH3:4])([CH3:3])[CH3:2].[Cl-].[NH4+], predict the reaction product. The product is: [CH2:26]([O:25][C:23](=[O:24])[CH2:22][C:19]1([CH2:18][CH2:17][CH:13]([CH2:14][OH:15])[CH2:12][C:11]2[CH:10]=[CH:9][C:8]([C:6]([O:5][C:1]([CH3:2])([CH3:4])[CH3:3])=[O:7])=[CH:29][CH:28]=2)[CH2:21][CH2:20]1)[CH3:27]. (3) Given the reactants Br[C:2]1[C:13]([C:14]2[CH:19]=[CH:18][C:17]([C:20]3([NH:24][C:25](=[O:31])[O:26][C:27]([CH3:30])([CH3:29])[CH3:28])[CH2:23][CH2:22][CH2:21]3)=[CH:16][CH:15]=2)=[N:12][C:5]2[O:6][CH2:7][C:8](=[O:11])[N:9]([CH3:10])[C:4]=2[CH:3]=1.[N:32]1[CH:37]=[CH:36][CH:35]=[C:34](B(O)O)[CH:33]=1.C1(P(C2C=CC=CC=2)C2C=CC=CC=2)C=CC=CC=1.[F-].[Cs+], predict the reaction product. The product is: [CH3:10][N:9]1[C:8](=[O:11])[CH2:7][O:6][C:5]2[N:12]=[C:13]([C:14]3[CH:19]=[CH:18][C:17]([C:20]4([NH:24][C:25](=[O:31])[O:26][C:27]([CH3:30])([CH3:29])[CH3:28])[CH2:23][CH2:22][CH2:21]4)=[CH:16][CH:15]=3)[C:2]([C:34]3[CH:33]=[N:32][CH:37]=[CH:36][CH:35]=3)=[CH:3][C:4]1=2. (4) Given the reactants [C:1]1(C)C=CC(S(O)(=O)=O)=CC=1.[NH2:12][C:13]1[CH:18]=[CH:17][CH:16]=[CH:15][C:14]=1[NH:19][CH:20]1[CH2:25][CH2:24][N:23]([C:26]([C:28]2[CH:33]=[CH:32][C:31]([CH2:34][CH2:35][CH2:36][CH3:37])=[CH:30][CH:29]=2)=[O:27])[CH2:22][CH2:21]1.C=O, predict the reaction product. The product is: [N:19]1([CH:20]2[CH2:21][CH2:22][N:23]([C:26]([C:28]3[CH:33]=[CH:32][C:31]([CH2:34][CH2:35][CH2:36][CH3:37])=[CH:30][CH:29]=3)=[O:27])[CH2:24][CH2:25]2)[C:14]2[CH:15]=[CH:16][CH:17]=[CH:18][C:13]=2[N:12]=[CH:1]1. (5) Given the reactants C(O[C:6]([N:8]1[CH2:12][C:11](=[N:13][O:14][CH3:15])[CH2:10][C@H:9]1[C:16]([OH:18])=O)=[O:7])(C)(C)C.[C:19]1([C:28]2[CH:33]=[CH:32][CH:31]=[CH:30][CH:29]=2)[CH:24]=[CH:23][C:22](C(Cl)=O)=[CH:21][CH:20]=1.[NH2:34][CH2:35][CH:36]([OH:40])[C:37]([OH:39])=[O:38], predict the reaction product. The product is: [C:28]1([C:19]2[CH:20]=[CH:21][CH:22]=[CH:23][CH:24]=2)[CH:29]=[CH:30][C:31]([C:6]([N:8]2[CH2:12][C:11](=[N:13][O:14][CH3:15])[CH2:10][C@H:9]2[C:16]([NH:34][CH2:35][CH:36]([OH:40])[C:37]([OH:39])=[O:38])=[O:18])=[O:7])=[CH:32][CH:33]=1. (6) Given the reactants [OH:1][C:2]1[CH:14]=[CH:13][C:5]2[CH:6]([CH2:9][C:10]([OH:12])=[O:11])[CH2:7][O:8][C:4]=2[CH:3]=1.[C:15]1([C@H:21]([NH2:24])[CH2:22][CH3:23])[CH:20]=[CH:19][CH:18]=[CH:17][CH:16]=1, predict the reaction product. The product is: [C:15]1([C@H:21]([NH2:24])[CH2:22][CH3:23])[CH:20]=[CH:19][CH:18]=[CH:17][CH:16]=1.[OH:1][C:2]1[CH:14]=[CH:13][C:5]2[C@H:6]([CH2:9][C:10]([OH:12])=[O:11])[CH2:7][O:8][C:4]=2[CH:3]=1. (7) Given the reactants [NH2:1][CH:2]([CH:25]1[CH2:30][CH2:29][CH2:28][CH2:27][CH2:26]1)[C:3]([N:5]1[CH2:9][CH2:8][CH:7]([O:10][C:11](=[O:13])[CH3:12])[CH:6]1[CH2:14][C:15]1[C:23]2[C:18](=[CH:19][CH:20]=[CH:21][CH:22]=2)[NH:17][C:16]=1[Br:24])=[O:4].[C:31]([N:41]([CH3:47])[C@H:42]([C:44](O)=[O:45])[CH3:43])([O:33][CH2:34][C:35]1[CH:40]=[CH:39][CH:38]=[CH:37][CH:36]=1)=[O:32].CN(C(ON1N=NC2C=CC=NC1=2)=[N+](C)C)C.F[P-](F)(F)(F)(F)F.CCN(C(C)C)C(C)C, predict the reaction product. The product is: [CH2:34]([O:33][C:31]([N:41]([CH3:47])[CH:42]([CH3:43])[C:44]([NH:1][CH:2]([CH:25]1[CH2:30][CH2:29][CH2:28][CH2:27][CH2:26]1)[C:3]([N:5]1[CH2:9][CH2:8][CH:7]([O:10][C:11](=[O:13])[CH3:12])[CH:6]1[CH2:14][C:15]1[C:23]2[C:18](=[CH:19][CH:20]=[CH:21][CH:22]=2)[NH:17][C:16]=1[Br:24])=[O:4])=[O:45])=[O:32])[C:35]1[CH:40]=[CH:39][CH:38]=[CH:37][CH:36]=1. (8) Given the reactants [Br:1][C:2]1[CH:7]=[CH:6][C:5]([OH:8])=[CH:4][CH:3]=1.[H-].[Na+].Cl[C:12]1[CH:17]=[CH:16][CH:15]=[CH:14][N:13]=1.O, predict the reaction product. The product is: [Br:1][C:2]1[CH:7]=[CH:6][C:5]([O:8][C:12]2[CH:17]=[CH:16][CH:15]=[CH:14][N:13]=2)=[CH:4][CH:3]=1. (9) Given the reactants Cl[CH2:2]/[CH:3]=[CH:4]\[CH2:5]Cl.[F:7][C:8]1[CH:15]=[CH:14][C:11]([CH2:12][NH2:13])=[CH:10][CH:9]=1, predict the reaction product. The product is: [F:7][C:8]1[CH:15]=[CH:14][C:11]([CH2:12][N:13]2[CH2:5][CH:4]=[CH:3][CH2:2]2)=[CH:10][CH:9]=1.